Dataset: Catalyst prediction with 721,799 reactions and 888 catalyst types from USPTO. Task: Predict which catalyst facilitates the given reaction. Reactant: [NH2:1][CH:2]1[CH2:6][CH2:5][N:4]([CH:7]([C:14]2[CH:19]=[CH:18][CH:17]=[CH:16][CH:15]=2)[C:8]2[CH:13]=[CH:12][CH:11]=[CH:10][CH:9]=2)[C:3]1=[O:20].[C:21]1([N:27]([CH2:34][C:35](O)=[O:36])[C:28]2[CH:33]=[CH:32][CH:31]=[CH:30][CH:29]=2)[CH:26]=[CH:25][CH:24]=[CH:23][CH:22]=1.C(Cl)CCl. Product: [CH:7]([N:4]1[CH2:5][CH2:6][CH:2]([NH:1][C:35](=[O:36])[CH2:34][N:27]([C:21]2[CH:26]=[CH:25][CH:24]=[CH:23][CH:22]=2)[C:28]2[CH:33]=[CH:32][CH:31]=[CH:30][CH:29]=2)[C:3]1=[O:20])([C:8]1[CH:13]=[CH:12][CH:11]=[CH:10][CH:9]=1)[C:14]1[CH:19]=[CH:18][CH:17]=[CH:16][CH:15]=1. The catalyst class is: 64.